This data is from Forward reaction prediction with 1.9M reactions from USPTO patents (1976-2016). The task is: Predict the product of the given reaction. (1) The product is: [Br:18][C:19]1[C:20]([C:25]2[CH:26]=[C:27]([CH:29]=[CH:30][CH:31]=2)[NH:28][C:2]2[CH:7]=[C:6]([C:8]([F:11])([F:10])[F:9])[N:5]=[C:4]([C:12]3[CH:13]=[N:14][CH:15]=[CH:16][CH:17]=3)[N:3]=2)=[N:21][N:22]([CH3:24])[CH:23]=1. Given the reactants Cl[C:2]1[CH:7]=[C:6]([C:8]([F:11])([F:10])[F:9])[N:5]=[C:4]([C:12]2[CH:13]=[N:14][CH:15]=[CH:16][CH:17]=2)[N:3]=1.[Br:18][C:19]1[C:20]([C:25]2[CH:26]=[C:27]([CH:29]=[CH:30][CH:31]=2)[NH2:28])=[N:21][N:22]([CH3:24])[CH:23]=1.Cl, predict the reaction product. (2) Given the reactants [CH2:1]([O:8][N:9]1[C:14]2[N:15]=[CH:16][N:17]=[C:18]([OH:19])[C:13]=2[C:12]([OH:20])=[CH:11][C:10]1=[O:21])[C:2]1[CH:7]=[CH:6][CH:5]=[CH:4][CH:3]=1.[C:22](=O)([O-])[O-].[K+].[K+].CI.C(O)(=O)CC(CC(O)=O)(C(O)=O)O, predict the reaction product. The product is: [CH2:1]([O:8][N:9]1[C:14]2[N:15]=[CH:16][N:17]=[C:18]([O:19][CH3:22])[C:13]=2[C:12]([OH:20])=[CH:11][C:10]1=[O:21])[C:2]1[CH:7]=[CH:6][CH:5]=[CH:4][CH:3]=1. (3) Given the reactants C([O:8][C:9]([C@H:11]1[CH2:15][C:14]([F:17])([F:16])[CH2:13][N:12]1[C:18](=[O:48])[CH2:19][O:20][C:21]1[CH:26]=[CH:25][CH:24]=[CH:23][C:22]=1[O:27][CH2:28][C:29]([N:31]1[CH2:35][C:34]([F:37])([F:36])[CH2:33][C@@H:32]1[C:38]([O:40]CC1C=CC=CC=1)=[O:39])=[O:30])=[O:10])C1C=CC=CC=1, predict the reaction product. The product is: [C:9]([C@H:11]1[CH2:15][C:14]([F:17])([F:16])[CH2:13][N:12]1[C:18](=[O:48])[CH2:19][O:20][C:21]1[CH:26]=[CH:25][CH:24]=[CH:23][C:22]=1[O:27][CH2:28][C:29]([N:31]1[CH2:35][C:34]([F:37])([F:36])[CH2:33][C@@H:32]1[C:38]([OH:40])=[O:39])=[O:30])([OH:10])=[O:8]. (4) Given the reactants [F:1][C:2]1[CH:7]=[CH:6][C:5]([C:8]2[O:9][C:10](=[O:18])[C:11]3[N:16]([CH3:17])[CH:15]=[N:14][C:12]=3[N:13]=2)=[CH:4][CH:3]=1.[NH2:19][NH2:20], predict the reaction product. The product is: [F:1][C:2]1[CH:7]=[CH:6][C:5]([C:8]([NH:13][C:12]2[N:14]=[CH:15][N:16]([CH3:17])[C:11]=2[C:10]([NH:19][NH2:20])=[O:18])=[O:9])=[CH:4][CH:3]=1. (5) Given the reactants [NH2:1][C:2]12[CH2:9][CH2:8][C:5]([CH2:10][CH2:11][C:12]3[C:13]([F:29])=[CH:14][N:15]=[C:16]4[C:21]=3[N:20]=[C:19]([O:22][CH2:23][C:24]3([C:27]#[N:28])[CH2:26][CH2:25]3)[CH:18]=[CH:17]4)([CH2:6][CH2:7]1)[O:4][CH2:3]2.[O:30]=[C:31]1[CH2:36][O:35][C:34]2[CH:37]=[CH:38][C:39]([CH:41]=O)=[N:40][C:33]=2[NH:32]1, predict the reaction product. The product is: [F:29][C:13]1[C:12]([CH2:11][CH2:10][C:5]23[CH2:8][CH2:9][C:2]([NH:1][CH2:41][C:39]4[CH:38]=[CH:37][C:34]5[O:35][CH2:36][C:31](=[O:30])[NH:32][C:33]=5[N:40]=4)([CH2:7][CH2:6]2)[CH2:3][O:4]3)=[C:21]2[C:16]([CH:17]=[CH:18][C:19]([O:22][CH2:23][C:24]3([C:27]#[N:28])[CH2:25][CH2:26]3)=[N:20]2)=[N:15][CH:14]=1. (6) Given the reactants [C:1]([OH:13])(=[O:12])[CH2:2][C:3]([CH2:8][C:9]([OH:11])=[O:10])([C:5]([OH:7])=[O:6])[OH:4].[P:14]([O-:18])([O-:17])([O-:16])=[O:15].[Na+].[Na+].[Na+], predict the reaction product. The product is: [C:1]([O-:13])(=[O:12])[CH2:2][C:3]([CH2:8][C:9]([O-:11])=[O:10])([C:5]([O-:7])=[O:6])[OH:4].[P:14]([O-:18])([O-:17])([O-:16])=[O:15].